From a dataset of Human liver microsome stability data. Regression/Classification. Given a drug SMILES string, predict its absorption, distribution, metabolism, or excretion properties. Task type varies by dataset: regression for continuous measurements (e.g., permeability, clearance, half-life) or binary classification for categorical outcomes (e.g., BBB penetration, CYP inhibition). Dataset: hlm. (1) The molecule is CS(=O)(=O)Nc1ccc2c(c1)S(=O)(=O)NC(C1=C(O)[C@@H]3[C@H]4CC[C@H](C4)[C@@H]3N(Cc3ccccc3)C1=O)=N2. The result is 0 (unstable in human liver microsomes). (2) The molecule is CC(C)COc1cc(NC(=O)C2(NC(=O)c3ccc4c(C5CCCC5)c(-c5ccccn5)n(C)c4c3)CCC2)ccc1C=CC(=O)O. The result is 0 (unstable in human liver microsomes). (3) The drug is CCCN(CCC)CCOc1ccc2c(O)c3cc(Cl)ccc3nc2c1. The result is 1 (stable in human liver microsomes). (4) The compound is CS(=O)(=O)Nc1ccc2c(c1)S(=O)(=O)NC(c1c(O)c(-c3ccc(Cl)s3)nn(CCC3CC3)c1=O)=N2. The result is 0 (unstable in human liver microsomes). (5) The compound is CS(=O)(=O)Nc1ccc2c(c1)S(=O)(=O)NC(c1c(O)c(-c3cccs3)nn(CC3(C(F)(F)F)CCC3)c1=O)=N2. The result is 0 (unstable in human liver microsomes). (6) The compound is CC(C)(C)c1cc(C(=O)Nc2cccnc2)cc(C(=O)Nc2cccnc2)c1. The result is 0 (unstable in human liver microsomes).